Dataset: Catalyst prediction with 721,799 reactions and 888 catalyst types from USPTO. Task: Predict which catalyst facilitates the given reaction. Reactant: [NH2:1][C:2]1[S:6][N:5]=[C:4]([CH3:7])[C:3]=1[C:8]([OH:10])=O.S(Cl)(Cl)=O.[F:15][C:16]1[CH:17]=[C:18]([CH:20]=[CH:21][C:22]=1[O:23][CH3:24])[NH2:19].C(N(CC)CC)C.Cl. Product: [NH2:1][C:2]1[S:6][N:5]=[C:4]([CH3:7])[C:3]=1[C:8]([NH:19][C:18]1[CH:20]=[CH:21][C:22]([O:23][CH3:24])=[C:16]([F:15])[CH:17]=1)=[O:10]. The catalyst class is: 20.